Dataset: Reaction yield outcomes from USPTO patents with 853,638 reactions. Task: Predict the reaction yield, written as a fraction of the theoretical maximum amount of product (1.0 means a 100% yield; for example, 0.34 means a 34% yield). (1) The reactants are Br[C:2]1[CH:7]=[CH:6][C:5]([C@@H:8]2[C@@H:10]([C:11]3[CH:16]=[CH:15][CH:14]=[CH:13][CH:12]=3)[C@H:9]2[C:17]([O:19][CH3:20])=[O:18])=[CH:4][CH:3]=1.[CH:21]1[C:33]2[N:32]([C:34]3[CH:39]=[CH:38][C:37](B(O)O)=[CH:36][CH:35]=3)[C:31]3[C:26](=[CH:27][CH:28]=[CH:29][CH:30]=3)[C:25]=2[CH:24]=[CH:23][CH:22]=1. No catalyst specified. The product is [CH3:20][O:19][C:17]([C@@H:9]1[C@H:10]([C:11]2[CH:16]=[CH:15][CH:14]=[CH:13][CH:12]=2)[C@H:8]1[C:5]1[CH:6]=[CH:7][C:2]([C:37]2[CH:38]=[CH:39][C:34]([N:32]3[C:31]4[CH:30]=[CH:29][CH:28]=[CH:27][C:26]=4[C:25]4[C:33]3=[CH:21][CH:22]=[CH:23][CH:24]=4)=[CH:35][CH:36]=2)=[CH:3][CH:4]=1)=[O:18]. The yield is 0.310. (2) The reactants are [F:1][C:2]([F:17])([F:16])[C:3]([NH:5][CH2:6][CH2:7][NH:8]C(=O)OC(C)(C)C)=[O:4].[F:18][C:19]([F:24])([F:23])[C:20]([OH:22])=[O:21]. No catalyst specified. The product is [F:18][C:19]([F:24])([F:23])[C:20]([OH:22])=[O:21].[NH2:8][CH2:7][CH2:6][NH:5][C:3](=[O:4])[C:2]([F:17])([F:16])[F:1]. The yield is 0.990. (3) The catalyst is CCCCCC. The reactants are C([O-])(=O)C.[Na+].II.C(O)C.[CH3:11][C:12]1([CH3:39])[O:38][C:16]2[CH:17]=[CH:18][C:19]3[C:32](=[O:33])[C@@H:31]4[C@@H:22]([CH2:23][O:24][C:25]5[C:30]4=[CH:29][C:28]([O:34][CH3:35])=[C:27]([O:36][CH3:37])[CH:26]=5)[O:21][C:20]=3[C:15]=2[CH:14]=[CH:13]1. The product is [CH3:35][O:34][C:28]1[CH:29]=[C:30]2[C:31]3[C:32](=[O:33])[C:19]4[CH:18]=[CH:17][C:16]5[O:38][C:12]([CH3:39])([CH3:11])[CH:13]=[CH:14][C:15]=5[C:20]=4[O:21][C:22]=3[CH2:23][O:24][C:25]2=[CH:26][C:27]=1[O:36][CH3:37]. The yield is 0.350. (4) The reactants are FC(F)(F)S(O[C:7]1[C:8]2[S:23](=[O:25])(=[O:24])[CH2:22][CH2:21][CH2:20][C:9]=2[N:10]=[C:11]([C:13]2[CH:18]=[CH:17][CH:16]=[C:15]([Cl:19])[CH:14]=2)[N:12]=1)(=O)=O.[NH2:28][C:29]1[CH:34]=[CH:33][C:32]([CH2:35][CH2:36][OH:37])=[CH:31][CH:30]=1. No catalyst specified. The product is [Cl:19][C:15]1[CH:14]=[C:13]([C:11]2[N:12]=[C:7]([NH:28][C:29]3[CH:34]=[CH:33][C:32]([CH2:35][CH2:36][OH:37])=[CH:31][CH:30]=3)[C:8]3[S:23](=[O:25])(=[O:24])[CH2:22][CH2:21][CH2:20][C:9]=3[N:10]=2)[CH:18]=[CH:17][CH:16]=1. The yield is 0.870. (5) The reactants are C[O:2][C:3](=[O:24])[C:4]1[CH:9]=[C:8]([C:10]2[S:11][CH:12]=[C:13]([C:15]3[CH:20]=[CH:19][C:18]([Cl:21])=[C:17]([Cl:22])[CH:16]=3)[N:14]=2)[CH:7]=[CH:6][C:5]=1Br.O.[CH3:26][O:27][C:28]1[C:33](B(O)O)=[CH:32][CH:31]=[CH:30][N:29]=1. No catalyst specified. The product is [Cl:22][C:17]1[CH:16]=[C:15]([C:13]2[N:14]=[C:10]([C:8]3[CH:7]=[CH:6][C:5]([C:33]4[C:28]([O:27][CH3:26])=[N:29][CH:30]=[CH:31][CH:32]=4)=[C:4]([CH:9]=3)[C:3]([OH:2])=[O:24])[S:11][CH:12]=2)[CH:20]=[CH:19][C:18]=1[Cl:21]. The yield is 0.120. (6) The reactants are Br[C:2]1[N:3]=[C:4]2[C:10]3[CH:11]=[CH:12][CH:13]=[CH:14][C:9]=3[NH:8][C:7]3[N:15]=[CH:16][CH:17]=[CH:18][C:6]=3[N:5]2[C:19]=1[C:20]1[CH:25]=[CH:24][C:23]([C:26]2([NH:30]C(=O)OC(C)(C)C)[CH2:29][CH2:28][CH2:27]2)=[CH:22][CH:21]=1.[CH3:38][O:39][C:40](=[O:57])[NH:41][C:42]1[CH:47]=[CH:46][C:45](B2OC(C)(C)C(C)(C)O2)=[CH:44][CH:43]=1.C([O-])([O-])=O.[Na+].[Na+]. The catalyst is CN(C=O)C.CCOC(C)=O.CC(P(C(C)(C)C)C1C=CC(N(C)C)=CC=1)(C)C.CC(P(C(C)(C)C)C1C=CC(N(C)C)=CC=1)(C)C.Cl[Pd]Cl. The product is [NH2:30][C:26]1([C:23]2[CH:22]=[CH:21][C:20]([C:19]3[N:5]4[C:6]5[CH:18]=[CH:17][CH:16]=[N:15][C:7]=5[NH:8][C:9]5[CH:14]=[CH:13][CH:12]=[CH:11][C:10]=5[C:4]4=[N:3][C:2]=3[C:45]3[CH:44]=[CH:43][C:42]([NH:41][C:40](=[O:57])[O:39][CH3:38])=[CH:47][CH:46]=3)=[CH:25][CH:24]=2)[CH2:29][CH2:28][CH2:27]1. The yield is 0.730.